This data is from Peptide-MHC class II binding affinity with 134,281 pairs from IEDB. The task is: Regression. Given a peptide amino acid sequence and an MHC pseudo amino acid sequence, predict their binding affinity value. This is MHC class II binding data. (1) The peptide sequence is ESYKFIPALEAAVKQAYAAT. The MHC is DRB1_1101 with pseudo-sequence DRB1_1101. The binding affinity (normalized) is 0.711. (2) The peptide sequence is NQAFRNIVNMLHGVR. The MHC is DRB1_1201 with pseudo-sequence DRB1_1201. The binding affinity (normalized) is 0.409.